Dataset: Full USPTO retrosynthesis dataset with 1.9M reactions from patents (1976-2016). Task: Predict the reactants needed to synthesize the given product. (1) Given the product [OH:17][C:16]1[C:15]([OH:18])=[C:14]([OH:19])[C:13]([CH2:21][N:29]2[CH2:30][CH2:31][N:26]([CH2:25][CH2:24][OH:23])[CH2:27][CH2:28]2)=[C:12]2[C:11]=1[C:9](=[O:10])[CH:8]=[C:7]([C:4]1[CH:3]=[CH:2][CH:1]=[CH:6][CH:5]=1)[O:20]2, predict the reactants needed to synthesize it. The reactants are: [CH:1]1[CH:2]=[CH:3][C:4]([C:7]2[O:20][C:12]3=[CH:13][C:14]([OH:19])=[C:15]([OH:18])[C:16]([OH:17])=[C:11]3[C:9](=[O:10])[CH:8]=2)=[CH:5][CH:6]=1.[CH2:21]=O.[OH:23][CH2:24][CH2:25][N:26]1[CH2:31][CH2:30][NH:29][CH2:28][CH2:27]1. (2) Given the product [CH2:27]([N:1]1[C:5]2([CH2:9][CH2:8][CH2:7][CH2:6]2)[CH2:4][CH2:3][C:2]1=[N:10][C:11]1[CH:16]=[CH:15][C:14]([N+:17]([O-:19])=[O:18])=[CH:13][C:12]=1[CH3:20])[CH:28]([CH3:30])[CH3:29], predict the reactants needed to synthesize it. The reactants are: [NH:1]1[C:5]2([CH2:9][CH2:8][CH2:7][CH2:6]2)[CH2:4][CH2:3][C:2]1=[N:10][C:11]1[CH:16]=[CH:15][C:14]([N+:17]([O-:19])=[O:18])=[CH:13][C:12]=1[CH3:20].C(=O)([O-])[O-].[Cs+].[Cs+].[CH2:27](Br)[CH:28]([CH3:30])[CH3:29].CN(C)C=O. (3) Given the product [NH2:17][N:12]1[C:11]2[CH:13]=[CH:14][CH:15]=[CH:16][C:10]=2[O:9][CH2:8][C@H:7]1[CH:1]1[CH2:2][CH2:3][CH2:4][CH2:5][CH2:6]1, predict the reactants needed to synthesize it. The reactants are: [CH:1]1([C@H:7]2[NH:12][C:11]3[CH:13]=[CH:14][CH:15]=[CH:16][C:10]=3[O:9][CH2:8]2)[CH2:6][CH2:5][CH2:4][CH2:3][CH2:2]1.[N:17]([O-])=O.[Na+].Cl.[H-].[Al+3].[Li+].[H-].[H-].[H-].O1CCCC1. (4) Given the product [CH2:1]([O:8][C:12]1[CH:17]=[C:16]([NH2:18])[CH:15]=[CH:14][N:13]=1)[C:2]1[CH:7]=[CH:6][CH:5]=[CH:4][CH:3]=1, predict the reactants needed to synthesize it. The reactants are: [CH2:1]([OH:8])[C:2]1[CH:7]=[CH:6][CH:5]=[CH:4][CH:3]=1.[H-].[Na+].Cl[C:12]1[CH:17]=[C:16]([NH2:18])[CH:15]=[CH:14][N:13]=1.O. (5) Given the product [OH:8][C:9]1[CH:14]=[CH:13][CH:12]=[CH:11][C:10]=1[C:15]1[N:16]([CH2:28][CH2:29][C:30]2[CH:35]=[CH:34][CH:33]=[CH:32][CH:31]=2)[C:17](=[O:27])[C:18]2[C:24]([O:25][CH3:26])=[N:23][CH:22]=[CH:21][C:19]=2[N:20]=1, predict the reactants needed to synthesize it. The reactants are: C([O:8][C:9]1[CH:14]=[CH:13][CH:12]=[CH:11][C:10]=1[C:15]1[N:16]([CH2:28][CH2:29][C:30]2[CH:35]=[CH:34][CH:33]=[CH:32][CH:31]=2)[C:17](=[O:27])[C:18]2[C:24]([O:25][CH3:26])=[N:23][CH:22]=[CH:21][C:19]=2[N:20]=1)C1C=CC=CC=1. (6) The reactants are: [C:1](N1C=CN=C1)(N1C=CN=C1)=[O:2].[Br:13][C:14]1[CH:15]=[C:16]([NH2:21])[C:17]([NH2:20])=[CH:18][CH:19]=1. Given the product [Br:13][C:14]1[CH:19]=[CH:18][C:17]2[NH:20][C:1](=[O:2])[NH:21][C:16]=2[CH:15]=1, predict the reactants needed to synthesize it. (7) Given the product [CH3:16][O:12][C:11](=[O:13])[C:10]1[CH:14]=[CH:15][C:7]([CH:4]2[CH2:5][CH2:6][NH:1][CH2:2][CH2:3]2)=[CH:8][CH:9]=1, predict the reactants needed to synthesize it. The reactants are: [NH:1]1[CH2:6][CH2:5][CH:4]([C:7]2[CH:15]=[CH:14][C:10]([C:11]([OH:13])=[O:12])=[CH:9][CH:8]=2)[CH2:3][CH2:2]1.[CH3:16]O. (8) The reactants are: Cl[C:2]1[C:3]2[N:4]([CH:13]=[N:14][N:15]=2)[C:5]2[CH:11]=[C:10]([Cl:12])[N:9]=[CH:8][C:6]=2[N:7]=1.Cl.[NH:17]1[CH2:20][CH:19]([N:21]([CH3:29])[C:22](=[O:28])[O:23][C:24]([CH3:27])([CH3:26])[CH3:25])[CH2:18]1. Given the product [Cl:12][C:10]1[N:9]=[CH:8][C:6]2[N:7]=[C:2]([N:17]3[CH2:20][CH:19]([N:21]([CH3:29])[C:22](=[O:28])[O:23][C:24]([CH3:25])([CH3:26])[CH3:27])[CH2:18]3)[C:3]3[N:4]([CH:13]=[N:14][N:15]=3)[C:5]=2[CH:11]=1, predict the reactants needed to synthesize it. (9) Given the product [CH:7]1([CH2:14][CH2:15][NH2:16])[CH:13]=[CH:12][CH:11]=[CH:10][CH:9]=[CH:8]1, predict the reactants needed to synthesize it. The reactants are: [H-].[Al+3].[Li+].[H-].[H-].[H-].[CH:7]1([CH2:14][C:15]#[N:16])[CH:13]=[CH:12][CH:11]=[CH:10][CH:9]=[CH:8]1. (10) Given the product [CH3:85][N:86]([CH2:88][C:54]1[CH:59]=[CH:58][N:57]2[C:60]([C:63]([NH:65][C:66]3[CH:74]=[CH:73][CH:72]=[C:71]4[C:67]=3[C:68]([CH2:83][CH3:84])=[N:69][N:70]4[CH2:75][C:76]3[CH:81]=[CH:80][CH:79]=[C:78]([CH3:82])[N:77]=3)=[O:64])=[CH:61][N:62]=[C:56]2[CH:55]=1)[CH3:87], predict the reactants needed to synthesize it. The reactants are: C(=O)([O-])[O-].[Cs+].[Cs+].C1(P(C2C=CC=CC=2)C2C=CC3C(=CC=CC=3)C=2C2C3C(=CC=CC=3)C=CC=2P(C2C=CC=CC=2)C2C=CC=CC=2)C=CC=CC=1.Br[C:54]1[CH:59]=[CH:58][N:57]2[C:60]([C:63]([NH:65][C:66]3[CH:74]=[CH:73][CH:72]=[C:71]4[C:67]=3[C:68]([CH2:83][CH3:84])=[N:69][N:70]4[CH2:75][C:76]3[CH:81]=[CH:80][CH:79]=[C:78]([CH3:82])[N:77]=3)=[O:64])=[CH:61][N:62]=[C:56]2[CH:55]=1.[CH3:85][N:86]([CH2:88][B-](F)(F)F)[CH3:87].[K+].